From a dataset of Peptide-MHC class II binding affinity with 134,281 pairs from IEDB. Regression. Given a peptide amino acid sequence and an MHC pseudo amino acid sequence, predict their binding affinity value. This is MHC class II binding data. (1) The peptide sequence is SQEYSGSVANENNVY. The MHC is H-2-IAb with pseudo-sequence H-2-IAb. The binding affinity (normalized) is 0.435. (2) The peptide sequence is RCALHWFPGSHLLAC. The MHC is HLA-DQA10101-DQB10501 with pseudo-sequence HLA-DQA10101-DQB10501. The binding affinity (normalized) is 0.360. (3) The peptide sequence is SNGVLESDMIIPKSL. The MHC is DRB1_0401 with pseudo-sequence DRB1_0401. The binding affinity (normalized) is 0.587. (4) The peptide sequence is EKKYFAYTQFEPLAA. The MHC is DRB1_0101 with pseudo-sequence DRB1_0101. The binding affinity (normalized) is 0.712.